Dataset: Catalyst prediction with 721,799 reactions and 888 catalyst types from USPTO. Task: Predict which catalyst facilitates the given reaction. (1) Reactant: [F:1][C:2]1[CH:7]=[C:6]([I:8])[CH:5]=[CH:4][C:3]=1[NH:9][C:10]1[N:15]([CH3:16])[C:14](=[O:17])[C:13]2[CH:18]=[C:19]([CH3:21])[O:20][C:12]=2[C:11]=1[C:22]([NH:24][O:25][CH2:26][CH2:27][O:28]C=C)=[O:23].Cl. Product: [F:1][C:2]1[CH:7]=[C:6]([I:8])[CH:5]=[CH:4][C:3]=1[NH:9][C:10]1[N:15]([CH3:16])[C:14](=[O:17])[C:13]2[CH:18]=[C:19]([CH3:21])[O:20][C:12]=2[C:11]=1[C:22]([NH:24][O:25][CH2:26][CH2:27][OH:28])=[O:23]. The catalyst class is: 5. (2) Reactant: [CH2:1]([NH:8][C:9]([C:11]1[S:12][C:13]([C:17]#[N:18])=[CH:14][C:15]=1[CH3:16])=[O:10])[C:2]1[CH:7]=[CH:6][CH:5]=[CH:4][CH:3]=1.O.[NH2:20][NH2:21]. Product: [CH2:1]([NH:8][C:9]([C:11]1[S:12][C:13]([C:17]([NH:20][NH2:21])=[NH:18])=[CH:14][C:15]=1[CH3:16])=[O:10])[C:2]1[CH:7]=[CH:6][CH:5]=[CH:4][CH:3]=1. The catalyst class is: 8. (3) Reactant: F[C:2]1[CH:3]=[CH:4][C:5]([N+:9]([O-:11])=[O:10])=[C:6]([OH:8])[CH:7]=1.[NH:12]1[CH2:17][CH2:16][O:15][CH2:14][CH2:13]1. Product: [N:12]1([C:2]2[CH:3]=[CH:4][C:5]([N+:9]([O-:11])=[O:10])=[C:6]([OH:8])[CH:7]=2)[CH2:17][CH2:16][O:15][CH2:14][CH2:13]1. The catalyst class is: 47. (4) Reactant: Cl.[NH2:2][C:3]([NH2:5])=[NH:4].C[O-].[Na+].[C:9]([NH:12][C:13]1[S:14][CH:15]=[C:16]([CH2:18][CH2:19][C:20]2[S:24][C:23]([CH2:25][C:26](OC)=[O:27])=[CH:22][CH:21]=2)[N:17]=1)(=[O:11])[CH3:10]. Product: [C:9]([NH:12][C:13]1[S:14][CH:15]=[C:16]([CH2:18][CH2:19][C:20]2[S:24][C:23]([CH2:25][C:26]([NH:4][C:3]([NH2:5])=[NH:2])=[O:27])=[CH:22][CH:21]=2)[N:17]=1)(=[O:11])[CH3:10]. The catalyst class is: 405.